Dataset: Peptide-MHC class I binding affinity with 185,985 pairs from IEDB/IMGT. Task: Regression. Given a peptide amino acid sequence and an MHC pseudo amino acid sequence, predict their binding affinity value. This is MHC class I binding data. (1) The binding affinity (normalized) is 0.0847. The peptide sequence is FTGWRDPGL. The MHC is HLA-B39:01 with pseudo-sequence HLA-B39:01. (2) The peptide sequence is EVGTNFGTII. The MHC is HLA-A02:01 with pseudo-sequence HLA-A02:01. The binding affinity (normalized) is 0.151. (3) The peptide sequence is PRFGSCYFL. The MHC is HLA-B15:17 with pseudo-sequence HLA-B15:17. The binding affinity (normalized) is 0.0847. (4) The peptide sequence is QLYTISSESL. The MHC is HLA-A68:02 with pseudo-sequence HLA-A68:02. The binding affinity (normalized) is 0.183. (5) The peptide sequence is EAVMRMGDLH. The MHC is HLA-A11:01 with pseudo-sequence HLA-A11:01. The binding affinity (normalized) is 0. (6) The peptide sequence is NHIMVELSL. The MHC is HLA-B38:01 with pseudo-sequence HLA-B38:01. The binding affinity (normalized) is 0.636.